From a dataset of Peptide-MHC class I binding affinity with 185,985 pairs from IEDB/IMGT. Regression. Given a peptide amino acid sequence and an MHC pseudo amino acid sequence, predict their binding affinity value. This is MHC class I binding data. (1) The peptide sequence is DPQNAAVNV. The MHC is HLA-B53:01 with pseudo-sequence HLA-B53:01. The binding affinity (normalized) is 0.0283. (2) The peptide sequence is RMIESRMSK. The MHC is HLA-B08:03 with pseudo-sequence HLA-B08:03. The binding affinity (normalized) is 0.0847. (3) The peptide sequence is VALRTLLLL. The MHC is H-2-Kb with pseudo-sequence H-2-Kb. The binding affinity (normalized) is 0.521. (4) The MHC is HLA-A02:19 with pseudo-sequence HLA-A02:19. The peptide sequence is KMYEYVFKG. The binding affinity (normalized) is 0.359. (5) The peptide sequence is SSEADCFTY. The MHC is HLA-B27:05 with pseudo-sequence HLA-B27:05. The binding affinity (normalized) is 0.0847. (6) The MHC is HLA-A26:01 with pseudo-sequence HLA-A26:01. The binding affinity (normalized) is 0. The peptide sequence is QLTPHTKAV. (7) The binding affinity (normalized) is 0. The MHC is Mamu-B17 with pseudo-sequence Mamu-B17. The peptide sequence is GMSPSYVKYRY. (8) The peptide sequence is AENTNSVTNI. The MHC is HLA-B40:01 with pseudo-sequence HLA-B40:01. The binding affinity (normalized) is 0.433.